Dataset: Catalyst prediction with 721,799 reactions and 888 catalyst types from USPTO. Task: Predict which catalyst facilitates the given reaction. Reactant: Cl[C:2]1[C:11]2[C:6](=[CH:7][C:8]([F:13])=[CH:9][C:10]=2[F:12])[N:5]=[C:4]([C:14]2[CH:15]=[N:16][CH:17]=[C:18]([F:20])[CH:19]=2)[C:3]=1[CH3:21].[CH3:22][C:23]1([CH3:38])[C:27]2=[N:28][CH:29]=[C:30]([N:32]3[CH2:37][CH2:36][O:35][CH2:34][CH2:33]3)[CH:31]=[C:26]2[NH:25][CH2:24]1.CC(C1C=C(C(C)C)C(C2C=CC=CC=2P(C2CCCCC2)C2CCCCC2)=C(C(C)C)C=1)C.CC(C)([O-])C.[Na+]. Product: [CH3:22][C:23]1([CH3:38])[C:27]2=[N:28][CH:29]=[C:30]([N:32]3[CH2:37][CH2:36][O:35][CH2:34][CH2:33]3)[CH:31]=[C:26]2[N:25]([C:2]2[C:11]3[C:6](=[CH:7][C:8]([F:13])=[CH:9][C:10]=3[F:12])[N:5]=[C:4]([C:14]3[CH:15]=[N:16][CH:17]=[C:18]([F:20])[CH:19]=3)[C:3]=2[CH3:21])[CH2:24]1. The catalyst class is: 187.